Regression. Given a target protein amino acid sequence and a drug SMILES string, predict the binding affinity score between them. We predict pKi (pKi = -log10(Ki in M); higher means stronger inhibition). Dataset: bindingdb_ki. From a dataset of Drug-target binding data from BindingDB using Ki measurements. (1) The drug is CC[C@@H](CO)NC(=O)[C@@H]1C=C2c3cccc4c3c(cn4C)C[C@H]2N(C)C1. The target protein sequence is SNRSLNATATQGAWDPGTLQALKIALVVLLSIITLATVLSNAFVLTTIFLTRKLHTPANCLIGSLAMTDLLVSILVMPISIAYTTTHTWSFGQLLCDIWLSSDITCCTASILHLCVIAL. The pKi is 8.4. (2) The compound is CCCCCCCCN[C@H]1C=C(CO)[C@@H](O)[C@H](O)[C@H]1O. The target protein sequence is LRNATQRMFEIDYSRDSFLKDGQPFRYISGSIHYSRVPRFYWKDRLLKMKMAGLNAIQTYVPWNFHEPWPGQYQFSEDHDVEYFLRLAHELGLLVILRPGPYICAEWEMGGLPAWLLEKESILLRSSDPDYLAAVDKWLGVLLPKMKPLLYQNGGPVITVQVENEYGSYFACDFDYLCFLQKRFRHHLGDDVVLFTTDGAHKTFLKCGALQGLYTTVDFGTGSNITDAFLSQRKCEPKGPLINSEFYTGWLDHWGQPHSTIKTEAVASSLYDILARGASVNLYMFIGGTNFAYWNGANSPYAAQPTSYDYDAPLSEAGDLTEKYFALRNIIQKFEKVPEGPIPPSTPKFAYGKVTLEKLKTVGAALDILCPSGPIKSLYPLTFIQVKQHYGFVLYRTTLPQDCSNPAPLSSPLNGVHDRAYVAVDGIPQGVLERNNVITLNITGKAGATLDLLVENMGRVNYGAYINDFKGLVSNLTLSSNILTDWTIFPLDTEDAVRSH.... The pKi is 6.0.